From a dataset of Catalyst prediction with 721,799 reactions and 888 catalyst types from USPTO. Predict which catalyst facilitates the given reaction. (1) Reactant: CC1C=CC(S([O:11][C:12]2[C:13]([C:30]([NH:32][CH2:33][C:34]3[CH:39]=[CH:38][C:37]([F:40])=[CH:36][C:35]=3[S:41]([N:44]([CH3:46])[CH3:45])(=[O:43])=[O:42])=[O:31])=[N:14][C:15]([N:22]3[CH2:27][CH2:26][CH2:25][CH2:24][S:23]3(=[O:29])=[O:28])=[C:16]3[C:21]=2[N:20]=[CH:19][CH:18]=[CH:17]3)(=O)=O)=CC=1.C[O-].[Na+].C(O)(=O)C.C(O)C. Product: [CH3:45][N:44]([CH3:46])[S:41]([C:35]1[CH:36]=[C:37]([F:40])[CH:38]=[CH:39][C:34]=1[CH2:33][NH:32][C:30]([C:13]1[C:12]([OH:11])=[C:21]2[C:16]([CH:17]=[CH:18][CH:19]=[N:20]2)=[C:15]([N:22]2[CH2:27][CH2:26][CH2:25][CH2:24][S:23]2(=[O:29])=[O:28])[N:14]=1)=[O:31])(=[O:43])=[O:42]. The catalyst class is: 121. (2) Reactant: [CH3:1][S:2]([C:5]1[C:6]([O:16][C:17]2[CH:22]=[CH:21][C:20]([S:23]([O:25][CH3:26])=[O:24])=[C:19]([S:27]([F:32])([F:31])([F:30])([F:29])[F:28])[CH:18]=2)=[CH:7][C:8]([CH3:15])=[C:9]([CH:14]=1)[C:10]([O:12][CH3:13])=[O:11])(=[O:4])=[O:3].[CH3:33]S(C1C=C(C(OC)=O)C(C)=CC=1OC1C=CC(S([O-])=O)=C(S(F)(F)(F)(F)F)C=1)(=O)=O.[Na+]. Product: [CH3:1][S:2]([C:5]1[C:6]([O:16][C:17]2[CH:22]=[CH:21][C:20]([S:23]([CH3:33])(=[O:24])=[O:25])=[C:19]([S:27]([F:30])([F:31])([F:29])([F:32])[F:28])[CH:18]=2)=[CH:7][C:8]([CH3:15])=[C:9]([CH:14]=1)[C:10]([O:12][CH3:13])=[O:11])(=[O:3])=[O:4].[CH3:1][S:2]([C:5]1[C:6]([O:16][C:17]2[CH:22]=[CH:21][C:20]([S:23]([O:25][CH3:26])=[O:24])=[C:19]([S:27]([F:29])([F:32])([F:31])([F:30])[F:28])[CH:18]=2)=[CH:7][C:8]([CH3:15])=[C:9]([CH:14]=1)[C:10]([O:12][CH3:13])=[O:11])(=[O:3])=[O:4]. The catalyst class is: 3. (3) Reactant: Br[CH:2]1[C:15]2[C:10](=[CH:11][CH:12]=[CH:13][C:14]=2[Cl:16])[C:9](=[O:17])[C:8]2[C:7]([Cl:18])=[CH:6][CH:5]=[CH:4][C:3]1=2.C(=O)([O-])[O-].[Ca+2].[CH2:24]([OH:27])[CH2:25][CH3:26].O. Product: [CH2:24]([O:27][CH:2]1[C:15]2[C:10](=[CH:11][CH:12]=[CH:13][C:14]=2[Cl:16])[C:9](=[O:17])[C:8]2[C:7]([Cl:18])=[CH:6][CH:5]=[CH:4][C:3]1=2)[CH2:25][CH3:26]. The catalyst class is: 1. (4) Reactant: [CH2:1]([O:3][C:4]1[C:5]([C:10](O)=[O:11])=[N:6][CH:7]=[CH:8][CH:9]=1)[CH3:2].B.C1COCC1. Product: [CH2:1]([O:3][C:4]1[C:5]([CH2:10][OH:11])=[N:6][CH:7]=[CH:8][CH:9]=1)[CH3:2]. The catalyst class is: 1. (5) Product: [NH2:39][C:38]1[S:40]/[C:34](=[CH:15]\[C:12]2[CH:13]=[C:14]3[C:9](=[CH:10][CH:11]=2)[N:8]=[CH:7][C:6]([C:17]#[N:18])=[C:5]3[S:4][CH:1]([CH3:3])[CH3:2])/[C:35](=[O:36])[N:37]=1. Reactant: [CH:1]([S:4][C:5]1[C:14]2[C:9](=[CH:10][CH:11]=[C:12]([CH:15]=O)[CH:13]=2)[N:8]=[CH:7][C:6]=1[C:17]#[N:18])([CH3:3])[CH3:2].COC1C=CC(/C=[C:34]2/[C:35]([NH:37][C:38]([S:40]/2)=[NH:39])=[O:36])=CC=1OC1CCCC1.C([O-])(=O)C.[Na+]. The catalyst class is: 15. (6) Reactant: [C:1](N1C=CN=C1)(N1C=CN=C1)=[S:2].[C:13]1([NH:19][CH2:20][CH2:21][NH2:22])[CH:18]=[CH:17][CH:16]=[CH:15][CH:14]=1.C(Cl)Cl. Product: [C:13]1([N:19]2[CH2:20][CH2:21][NH:22][C:1]2=[S:2])[CH:18]=[CH:17][CH:16]=[CH:15][CH:14]=1. The catalyst class is: 1.